Dataset: Reaction yield outcomes from USPTO patents with 853,638 reactions. Task: Predict the reaction yield, written as a fraction of the theoretical maximum amount of product (1.0 means a 100% yield; for example, 0.34 means a 34% yield). (1) The reactants are [C:1]([C:3]1[CH:4]=[C:5]([NH:9][C:10](=[O:24])[N:11]([CH2:13][CH2:14][C:15]2[CH:20]=[CH:19][C:18](B(O)O)=[CH:17][CH:16]=2)[CH3:12])[CH:6]=[CH:7][CH:8]=1)#[N:2].[NH2:25][C:26]1[CH:27]=[C:28]2[C:33](=[CH:34][CH:35]=1)[C:32]([N:36]([C:44]([O:46][C:47]([CH3:50])([CH3:49])[CH3:48])=[O:45])[C:37]([O:39][C:40]([CH3:43])([CH3:42])[CH3:41])=[O:38])=[N:31][CH:30]=[CH:29]2.O.[C:52]([OH:56])(=[O:55])[CH:53]=O. No catalyst specified. The product is [C:47]([O:46][C:44]([N:36]([C:37]([O:39][C:40]([CH3:41])([CH3:42])[CH3:43])=[O:38])[C:32]1[C:33]2[C:28](=[CH:27][C:26]([NH:25][CH:53]([C:18]3[CH:19]=[CH:20][C:15]([CH2:14][CH2:13][N:11]([CH3:12])[C:10]([NH:9][C:5]4[CH:6]=[CH:7][CH:8]=[C:3]([C:1]#[N:2])[CH:4]=4)=[O:24])=[CH:16][CH:17]=3)[C:52]([OH:56])=[O:55])=[CH:35][CH:34]=2)[CH:29]=[CH:30][N:31]=1)=[O:45])([CH3:50])([CH3:49])[CH3:48]. The yield is 0.440. (2) The reactants are [Br:1][C:2]1[CH:10]=[CH:9][C:5]([C:6](O)=[O:7])=[CH:4][C:3]=1[F:11].C(Cl)(=O)C(Cl)=O.Cl.[CH3:19][NH:20][O:21][CH3:22].C(N(CC)CC)C. The catalyst is ClCCl.CN(C=O)C. The product is [Br:1][C:2]1[CH:10]=[CH:9][C:5]([C:6]([N:20]([O:21][CH3:22])[CH3:19])=[O:7])=[CH:4][C:3]=1[F:11]. The yield is 0.959. (3) The reactants are [F:1][C:2]1[C:3]([CH3:9])=[CH:4][C:5]([NH2:8])=[N:6][CH:7]=1.[C:10](O[C:10]([O:12][C:13]([CH3:16])([CH3:15])[CH3:14])=[O:11])([O:12][C:13]([CH3:16])([CH3:15])[CH3:14])=[O:11]. The catalyst is C(O)(C)(C)C.O1CCCC1. The product is [F:1][C:2]1[C:3]([CH3:9])=[CH:4][C:5]([NH:8][C:10](=[O:11])[O:12][C:13]([CH3:16])([CH3:15])[CH3:14])=[N:6][CH:7]=1. The yield is 0.660. (4) The reactants are [CH3:1][C:2]1([CH3:21])[CH:6]([C:7]2[CH:12]=[CH:11][C:10]([CH3:13])=[CH:9][CH:8]=2)[C:5]2[CH:14]=[C:15]([NH2:20])[C:16]([CH3:19])=[C:17]([CH3:18])[C:4]=2[O:3]1.[CH3:22][O:23][C:24]1[CH:29]=[CH:28][C:27]([CH2:30][CH2:31][C:32](O)=[O:33])=[CH:26][CH:25]=1. No catalyst specified. The product is [CH3:22][O:23][C:24]1[CH:29]=[CH:28][C:27]([CH2:30][CH2:31][C:32]([NH:20][C:15]2[C:16]([CH3:19])=[C:17]([CH3:18])[C:4]3[O:3][C:2]([CH3:21])([CH3:1])[CH:6]([C:7]4[CH:8]=[CH:9][C:10]([CH3:13])=[CH:11][CH:12]=4)[C:5]=3[CH:14]=2)=[O:33])=[CH:26][CH:25]=1. The yield is 0.640. (5) The reactants are Cl.[OH:2][C@@H:3]1[CH2:7][CH2:6][NH:5][CH2:4]1.I.CS[C:11](=[NH:19])[NH:12][C:13]1[CH:18]=[CH:17][CH:16]=[CH:15][CH:14]=1.C(N(CC)CC)C. The catalyst is CN(C=O)C. The product is [OH:2][C@@H:3]1[CH2:7][CH2:6][N:5]([C:11](=[NH:19])[NH:12][C:13]2[CH:18]=[CH:17][CH:16]=[CH:15][CH:14]=2)[CH2:4]1. The yield is 0.500.